Task: Predict which catalyst facilitates the given reaction.. Dataset: Catalyst prediction with 721,799 reactions and 888 catalyst types from USPTO (1) Reactant: [NH:1]1[CH:5]=[C:4]([CH2:6][C:7]#[N:8])[CH:3]=[N:2]1.Br[CH2:10][C:11]1[CH:16]=[CH:15][C:14]([NH:17][C:18](=[O:23])[C:19]([CH3:22])([CH3:21])[CH3:20])=[CH:13][C:12]=1[CH2:24][S:25][C:26]([CH3:29])([CH3:28])[CH3:27].C(=O)([O-])[O-].[Cs+].[Cs+]. Product: [C:26]([S:25][CH2:24][C:12]1[CH:13]=[C:14]([NH:17][C:18](=[O:23])[C:19]([CH3:22])([CH3:21])[CH3:20])[CH:15]=[CH:16][C:11]=1[CH2:10][N:1]1[CH:5]=[C:4]([CH2:6][C:7]#[N:8])[CH:3]=[N:2]1)([CH3:29])([CH3:28])[CH3:27]. The catalyst class is: 23. (2) Reactant: [Cl:1][C:2]1[CH:7]=[CH:6][N:5]=[CH:4][C:3]=1[S:8](Cl)(=[O:10])=[O:9].[N:12]1([C:18]([O:20][C:21]([CH3:24])([CH3:23])[CH3:22])=[O:19])[CH2:17][CH2:16][NH:15][CH2:14][CH2:13]1.C(N(CC)C(C)C)(C)C. Product: [Cl:1][C:2]1[CH:7]=[CH:6][N:5]=[CH:4][C:3]=1[S:8]([N:15]1[CH2:14][CH2:13][N:12]([C:18]([O:20][C:21]([CH3:24])([CH3:23])[CH3:22])=[O:19])[CH2:17][CH2:16]1)(=[O:10])=[O:9]. The catalyst class is: 1. (3) Reactant: [O:1]([CH2:9][CH3:10])S(C(F)(F)F)(=O)=O.[C:11]1([C:17](C2C=CC=CC=2)(C2C=CC=CC=2)[N:18]2[CH:22]=[C:21](C(=O)C)[N:20]=[C:19]2[CH3:26])C=CC=CC=1. Product: [CH2:17]([N:18]1[C:22]([C:9](=[O:1])[CH3:10])=[CH:21][N:20]=[C:19]1[CH3:26])[CH3:11]. The catalyst class is: 2. (4) Reactant: [NH2:1][C:2]1[C:3]([C:16]([NH:18][CH2:19][CH3:20])=[O:17])=[N:4][C:5]([C:8]2[CH:13]=[CH:12][CH:11]=[C:10]([CH2:14]Br)[CH:9]=2)=[CH:6][N:7]=1.[F:21][C:22]1[CH:23]=[C:24]2[C:28](=[C:29]([F:31])[CH:30]=1)[C@@H:27]([NH2:32])[CH2:26][CH2:25]2.C(N(C(C)C)CC)(C)C. Product: [NH2:1][C:2]1[C:3]([C:16]([NH:18][CH2:19][CH3:20])=[O:17])=[N:4][C:5]([C:8]2[CH:13]=[CH:12][CH:11]=[C:10]([CH2:14][NH:32][CH:27]3[C:28]4[C:24](=[CH:23][C:22]([F:21])=[CH:30][C:29]=4[F:31])[CH2:25][CH2:26]3)[CH:9]=2)=[CH:6][N:7]=1. The catalyst class is: 10. (5) Reactant: [NH2:1][C:2]1[N:13]=[CH:12][C:11]([Br:14])=[CH:10][C:3]=1[C:4](N(OC)C)=[O:5].[CH3:15][O:16][C:17]1[CH:22]=[CH:21][CH:20]=[CH:19][C:18]=1[Mg]Br. Product: [NH2:1][C:2]1[C:3]([C:4]([C:18]2[CH:19]=[CH:20][CH:21]=[CH:22][C:17]=2[O:16][CH3:15])=[O:5])=[CH:10][C:11]([Br:14])=[CH:12][N:13]=1. The catalyst class is: 1. (6) Reactant: CO[CH:3](OC)[CH2:4][N:5]([CH3:30])[C:6]([NH:8][C:9]1[CH:18]=[C:17]2[C:12]([CH:13]=[C:14]([C:20]3[CH:25]=[CH:24][CH:23]=[CH:22][C:21]=3[C:26]([F:29])([F:28])[F:27])[NH:15][C:16]2=[O:19])=[CH:11][CH:10]=1)=[O:7]. Product: [CH3:30][N:5]1[CH:4]=[CH:3][N:8]([C:9]2[CH:18]=[C:17]3[C:12]([CH:13]=[C:14]([C:20]4[CH:25]=[CH:24][CH:23]=[CH:22][C:21]=4[C:26]([F:28])([F:29])[F:27])[NH:15][C:16]3=[O:19])=[CH:11][CH:10]=2)[C:6]1=[O:7]. The catalyst class is: 106. (7) Reactant: OO.[CH3:3][O:4][C:5]1[C:10]([C:11]2[CH:12]=[C:13]([CH:16]=[CH:17][C:18]=2[O:19][C:20]2[CH:25]=[CH:24][CH:23]=[CH:22][CH:21]=2)[C:14]#[N:15])=[CH:9][CH:8]=[CH:7][N:6]=1.C(=O)([O-])[O-:27].[K+].[K+]. Product: [CH3:3][O:4][C:5]1[C:10]([C:11]2[CH:12]=[C:13]([CH:16]=[CH:17][C:18]=2[O:19][C:20]2[CH:25]=[CH:24][CH:23]=[CH:22][CH:21]=2)[C:14]([NH2:15])=[O:27])=[CH:9][CH:8]=[CH:7][N:6]=1. The catalyst class is: 16. (8) Reactant: [C:1]([O:9][CH:10]([C@H:13]1[O:22][C@@H:16]2[O:17][C:18](C)(C)[O:19][C@@H:15]2[CH2:14]1)CC)(=[O:8])[C:2]1[CH:7]=[CH:6][CH:5]=[CH:4][CH:3]=1.OS(O)(=O)=O.C([O-])(O)=O.[Na+]. Product: [C:1]([O:9][CH2:10][C@@H:13]1[CH2:14][C@H:15]([OH:19])[CH:16]([O:17][CH3:18])[O:22]1)(=[O:8])[C:2]1[CH:3]=[CH:4][CH:5]=[CH:6][CH:7]=1. The catalyst class is: 5. (9) Reactant: [F:1][C:2]1[CH:3]=[C:4]([NH:14][C:15](=[O:23])OC2C=CC=CC=2)[CH:5]=[N:6][C:7]=1[CH2:8][CH2:9][S:10]([CH3:13])(=[O:12])=[O:11].Cl.[CH3:25][CH:26]1[CH2:31][CH2:30][N:29]([C:32]2[C:37]([CH2:38][NH2:39])=[CH:36][CH:35]=[C:34]([C:40]([F:43])([F:42])[F:41])[N:33]=2)[CH2:28][CH2:27]1.C(N(C(C)C)C(C)C)C. Product: [F:1][C:2]1[CH:3]=[C:4]([NH:14][C:15]([NH:39][CH2:38][C:37]2[C:32]([N:29]3[CH2:30][CH2:31][CH:26]([CH3:25])[CH2:27][CH2:28]3)=[N:33][C:34]([C:40]([F:43])([F:41])[F:42])=[CH:35][CH:36]=2)=[O:23])[CH:5]=[N:6][C:7]=1[CH2:8][CH2:9][S:10]([CH3:13])(=[O:11])=[O:12]. The catalyst class is: 7.